Dataset: Catalyst prediction with 721,799 reactions and 888 catalyst types from USPTO. Task: Predict which catalyst facilitates the given reaction. (1) Reactant: [Cl:1][C:2]1[CH:7]=[CH:6][C:5]([C:8]2[S:12][C:11]([C:13]([O:15]CC)=[O:14])=[C:10]([C:18]3[CH:23]=[CH:22][C:21]([S:24](=[O:31])(=[O:30])[N:25]=CN(C)C)=[CH:20][CH:19]=3)[C:9]=2[CH2:32][N:33]([CH3:35])[CH3:34])=[CH:4][CH:3]=1.[OH-].[Na+].Cl. Product: [Cl:1][C:2]1[CH:3]=[CH:4][C:5]([C:8]2[S:12][C:11]([C:13]([OH:15])=[O:14])=[C:10]([C:18]3[CH:23]=[CH:22][C:21]([S:24](=[O:30])(=[O:31])[NH2:25])=[CH:20][CH:19]=3)[C:9]=2[CH2:32][N:33]([CH3:35])[CH3:34])=[CH:6][CH:7]=1. The catalyst class is: 40. (2) Reactant: [CH3:1][O:2][C:3]([C:5]1[CH:14]=[C:13]([F:15])[C:12]2[C:7](=[CH:8][CH:9]=[CH:10][CH:11]=2)[C:6]=1[OH:16])=[O:4].C(=O)([O-])[O-].[Cs+].[Cs+].[I-].[K+].[F:25][C:26]([F:36])([F:35])[C:27]1[CH:34]=[CH:33][C:30]([CH2:31]Br)=[CH:29][CH:28]=1.C(=O)(O)[O-].[Na+]. Product: [CH3:1][O:2][C:3]([C:5]1[CH:14]=[C:13]([F:15])[C:12]2[C:7](=[CH:8][CH:9]=[CH:10][CH:11]=2)[C:6]=1[O:16][CH2:31][C:30]1[CH:29]=[CH:28][C:27]([C:26]([F:25])([F:35])[F:36])=[CH:34][CH:33]=1)=[O:4]. The catalyst class is: 3.